Dataset: Reaction yield outcomes from USPTO patents with 853,638 reactions. Task: Predict the reaction yield, written as a fraction of the theoretical maximum amount of product (1.0 means a 100% yield; for example, 0.34 means a 34% yield). The reactants are C[O:2][C:3](=O)[CH2:4][N:5]1[CH2:10][CH2:9][N:8]([C:11]2[CH:16]=[CH:15][C:14]([O:17][CH3:18])=[C:13]([O:19][CH:20]3[CH2:24][CH2:23][CH2:22][CH2:21]3)[CH:12]=2)[CH2:7][C@@H:6]1[CH2:25][C:26]1[CH:31]=[CH:30][CH:29]=[CH:28][CH:27]=1.[H-].[Al+3].[Li+].[H-].[H-].[H-]. The catalyst is C1COCC1. The product is [CH2:25]([C@H:6]1[CH2:7][N:8]([C:11]2[CH:16]=[CH:15][C:14]([O:17][CH3:18])=[C:13]([O:19][CH:20]3[CH2:21][CH2:22][CH2:23][CH2:24]3)[CH:12]=2)[CH2:9][CH2:10][N:5]1[CH2:4][CH2:3][OH:2])[C:26]1[CH:27]=[CH:28][CH:29]=[CH:30][CH:31]=1. The yield is 0.730.